This data is from Full USPTO retrosynthesis dataset with 1.9M reactions from patents (1976-2016). The task is: Predict the reactants needed to synthesize the given product. (1) Given the product [Cl:1][C:2]1[CH:11]=[CH:10][C:5]([C:6]([OH:8])=[O:7])=[CH:4][C:3]=1[CH2:12][N:13]([C:23]1[CH:28]=[CH:27][C:26]([C:29]#[N:30])=[C:25]([Cl:31])[CH:24]=1)[C@H:14]1[CH2:18][CH2:17][N:16]([S:19]([CH3:22])(=[O:21])=[O:20])[CH2:15]1, predict the reactants needed to synthesize it. The reactants are: [Cl:1][C:2]1[CH:11]=[CH:10][C:5]([C:6]([O:8]C)=[O:7])=[CH:4][C:3]=1[CH2:12][N:13]([C:23]1[CH:28]=[CH:27][C:26]([C:29]#[N:30])=[C:25]([Cl:31])[CH:24]=1)[C@H:14]1[CH2:18][CH2:17][N:16]([S:19]([CH3:22])(=[O:21])=[O:20])[CH2:15]1.[OH-].[Na+]. (2) Given the product [O:1]1[CH2:6][CH2:5][CH:4]([S:7][C:9]2[CH:16]=[CH:15][C:12]([C:13]#[N:14])=[CH:11][CH:10]=2)[CH2:3][CH2:2]1, predict the reactants needed to synthesize it. The reactants are: [O:1]1[CH2:6][CH2:5][CH:4]([SH:7])[CH2:3][CH2:2]1.F[C:9]1[CH:16]=[CH:15][C:12]([C:13]#[N:14])=[CH:11][CH:10]=1.C(=O)([O-])[O-].[K+].[K+]. (3) The reactants are: [F:1][C:2]1[CH:7]=[CH:6][C:5]([C@H:8]2[C@H:12]([OH:13])[CH2:11][N:10]([C:14]([O:16][C:17]([CH3:20])([CH3:19])[CH3:18])=[O:15])[CH2:9]2)=[CH:4][CH:3]=1.Br[CH2:22][C:23]([O:25][CH3:26])=[O:24].[H-].[Na+]. Given the product [F:1][C:2]1[CH:3]=[CH:4][C:5]([C@H:8]2[C@H:12]([O:13][CH2:22][C:23]([O:25][CH3:26])=[O:24])[CH2:11][N:10]([C:14]([O:16][C:17]([CH3:20])([CH3:19])[CH3:18])=[O:15])[CH2:9]2)=[CH:6][CH:7]=1, predict the reactants needed to synthesize it. (4) Given the product [CH3:14][O:13][C:7]1[CH:8]=[C:9]2[C:4](=[CH:5][C:6]=1[O:15][CH3:16])[N:3]=[C:2]([N:30]1[CH2:31][CH2:32][C:24]3[C:23]([N:17]4[CH2:18][CH2:19][O:20][CH2:21][CH2:22]4)=[N:28][CH:27]=[N:26][C:25]=3[CH2:29]1)[NH:11][C:10]2=[O:12], predict the reactants needed to synthesize it. The reactants are: Cl[C:2]1[NH:11][C:10](=[O:12])[C:9]2[C:4](=[CH:5][C:6]([O:15][CH3:16])=[C:7]([O:13][CH3:14])[CH:8]=2)[N:3]=1.[N:17]1([C:23]2[C:24]3[CH2:32][CH2:31][NH:30][CH2:29][C:25]=3[N:26]=[CH:27][N:28]=2)[CH2:22][CH2:21][O:20][CH2:19][CH2:18]1. (5) Given the product [C:1]1([C:7]#[C:8][CH2:15][N:9]2[CH2:14][CH2:13][CH2:12][CH2:11][CH2:10]2)[CH:6]=[CH:5][CH:4]=[CH:3][CH:2]=1, predict the reactants needed to synthesize it. The reactants are: [C:1]1([C:7]#[CH:8])[CH:6]=[CH:5][CH:4]=[CH:3][CH:2]=1.[NH:9]1[CH2:14][CH2:13][CH2:12][CH2:11][CH2:10]1.[CH2:15]=O.Cl. (6) The reactants are: [F:1][C:2]1[C:3]([CH2:22][N:23](C)[C:24](=O)OC(C)(C)C)=[CH:4][N:5]([S:14]([C:17]2[CH:21]=[CH:20][S:19][CH:18]=2)(=[O:16])=[O:15])[C:6]=1[C:7]1[C:8]([F:13])=[N:9][CH:10]=[CH:11][CH:12]=1.C(OCC)(=O)C.[ClH:38]. Given the product [ClH:38].[F:1][C:2]1[C:3]([CH2:22][NH:23][CH3:24])=[CH:4][N:5]([S:14]([C:17]2[CH:21]=[CH:20][S:19][CH:18]=2)(=[O:16])=[O:15])[C:6]=1[C:7]1[C:8]([F:13])=[N:9][CH:10]=[CH:11][CH:12]=1, predict the reactants needed to synthesize it. (7) Given the product [C:1]([O-:10])(=[O:9])[CH2:2][CH2:3][CH2:4][CH2:5][CH2:6][CH2:7][CH3:8].[O-:13][C:12]([CH2:14][CH2:15][CH2:16][CH2:17][CH2:18][CH2:19][CH2:20][CH2:21][CH3:22])=[O:11].[C:1]([O-:10])(=[O:9])[CH2:2][CH2:3][CH2:4][CH2:5][CH2:6][CH2:7][CH2:8][CH2:12][CH2:14][CH2:15][CH3:16], predict the reactants needed to synthesize it. The reactants are: [C:1]([O-:10])(=[O:9])[CH2:2][CH2:3][CH2:4][CH2:5][CH2:6][CH2:7][CH3:8].[O-:11][C:12]([CH2:14][CH2:15][CH2:16][CH2:17][CH2:18][CH2:19][CH2:20][CH2:21][CH3:22])=[O:13].